This data is from Full USPTO retrosynthesis dataset with 1.9M reactions from patents (1976-2016). The task is: Predict the reactants needed to synthesize the given product. (1) Given the product [F:10][C:8]1[CH:9]=[C:2]2[C:3]([CH:4]=[C:20]([CH2:19][C:14]3[CH:15]=[CH:16][CH:17]=[CH:18][C:13]=3[O:12][CH3:11])[C:21]([NH2:22])=[N:1]2)=[CH:6][CH:7]=1, predict the reactants needed to synthesize it. The reactants are: [NH2:1][C:2]1[CH:9]=[C:8]([F:10])[CH:7]=[CH:6][C:3]=1[CH:4]=O.[CH3:11][O:12][C:13]1[CH:18]=[CH:17][CH:16]=[CH:15][C:14]=1[CH2:19][CH2:20][C:21]#[N:22]. (2) Given the product [O:24]1[C:25]2[CH:31]=[CH:30][CH:29]=[CH:28][C:26]=2[N:27]=[C:23]1[S:22][CH2:2][CH2:3][CH2:4][CH2:5][CH2:6][CH2:7][CH2:8][CH2:9][C:10]([NH:12][C:13]1[C:14]([S:20][CH3:21])=[N:15][C:16]([CH3:19])=[CH:17][CH:18]=1)=[O:11], predict the reactants needed to synthesize it. The reactants are: Br[CH2:2][CH2:3][CH2:4][CH2:5][CH2:6][CH2:7][CH2:8][CH2:9][C:10]([NH:12][C:13]1[C:14]([S:20][CH3:21])=[N:15][C:16]([CH3:19])=[CH:17][CH:18]=1)=[O:11].[SH:22][C:23]1[O:24][C:25]2[CH:31]=[CH:30][CH:29]=[CH:28][C:26]=2[N:27]=1.C1OCCOCCOCCOCCOCCOC1.C(=O)([O-])[O-].[K+].[K+]. (3) Given the product [CH3:4][C:2]([C:5]1[CH:6]=[C:7]([CH:21]=[C:22]([C:25]([CH3:28])([CH3:27])[CH3:26])[C:23]=1[OH:24])[C:8]([NH:10][CH2:11][C:12]1[CH:17]=[CH:16][C:15]([NH2:18])=[CH:14][CH:13]=1)=[O:9])([CH3:1])[CH3:3], predict the reactants needed to synthesize it. The reactants are: [CH3:1][C:2]([C:5]1[CH:6]=[C:7]([CH:21]=[C:22]([C:25]([CH3:28])([CH3:27])[CH3:26])[C:23]=1[OH:24])[C:8]([NH:10][CH2:11][C:12]1[CH:17]=[CH:16][C:15]([N+:18]([O-])=O)=[CH:14][CH:13]=1)=[O:9])([CH3:4])[CH3:3].[H][H]. (4) The reactants are: N1(CC[C@@H](NC2C=CC(S(N)(=O)=O)=CC=2S(C(F)(F)[F:33])(=O)=O)CSC2C=CC=CC=2)CCOCC1.[F:36][C:37]1[CH:42]=[CH:41][CH:40]=[CH:39][C:38]=1[S:43](Cl)(=[O:45])=[O:44].[F-].C([N+](CCCC)(CCCC)CCCC)CCC. Given the product [F:36][C:37]1[CH:42]=[CH:41][CH:40]=[CH:39][C:38]=1[S:43]([F:33])(=[O:45])=[O:44], predict the reactants needed to synthesize it.